From a dataset of Full USPTO retrosynthesis dataset with 1.9M reactions from patents (1976-2016). Predict the reactants needed to synthesize the given product. (1) The reactants are: Br[CH2:2]/[CH:3]=[CH:4]/[C:5]([NH:7][C:8]1[CH:9]=[C:10]2[C:15](=[CH:16][C:17]=1[O:18][C@H:19]1[CH2:23][CH2:22][O:21][CH2:20]1)[N:14]=[CH:13][N:12]=[C:11]2[NH:24][C:25]1[CH:30]=[CH:29][C:28]([O:31][CH2:32][C:33]2[CH:38]=[CH:37][CH:36]=[CH:35][N:34]=2)=[C:27]([Cl:39])[CH:26]=1)=[O:6].[O:40]1[C@H:45]2[CH2:46][NH:47][CH2:48][C@H:44]2[O:43][CH2:42][CH2:41]1.CCN(C(C)C)C(C)C.O. Given the product [Cl:39][C:27]1[CH:26]=[C:25]([NH:24][C:11]2[C:10]3[C:15](=[CH:16][C:17]([O:18][C@H:19]4[CH2:23][CH2:22][O:21][CH2:20]4)=[C:8]([NH:7][C:5](=[O:6])/[CH:4]=[CH:3]/[CH2:2][N:47]4[CH2:46][C@H:45]5[O:40][CH2:41][CH2:42][O:43][C@H:44]5[CH2:48]4)[CH:9]=3)[N:14]=[CH:13][N:12]=2)[CH:30]=[CH:29][C:28]=1[O:31][CH2:32][C:33]1[CH:38]=[CH:37][CH:36]=[CH:35][N:34]=1, predict the reactants needed to synthesize it. (2) Given the product [Cl:1][C:2]1[CH:7]=[C:6]([N+:12]([O-:14])=[O:13])[C:5]([OH:8])=[C:4]([CH:9]([CH3:11])[CH3:10])[CH:3]=1, predict the reactants needed to synthesize it. The reactants are: [Cl:1][C:2]1[CH:7]=[CH:6][C:5]([OH:8])=[C:4]([CH:9]([CH3:11])[CH3:10])[CH:3]=1.[N+:12]([O-])([OH:14])=[O:13].O. (3) Given the product [Cl:22][C:6]1[N:7]=[C:2]([Cl:1])[C:3]2[CH:11]=[CH:10][N:9]([S:12]([C:15]3[CH:20]=[CH:19][C:18]([CH3:21])=[CH:17][CH:16]=3)(=[O:14])=[O:13])[C:4]=2[N:5]=1, predict the reactants needed to synthesize it. The reactants are: [Cl:1][C:2]1[C:3]2[CH:11]=[CH:10][N:9]([S:12]([C:15]3[CH:20]=[CH:19][C:18]([CH3:21])=[CH:17][CH:16]=3)(=[O:14])=[O:13])[C:4]=2[N:5]=[C:6](N)[N:7]=1.[Cl:22][Si](C)(C)C.N(OC(C)(C)C)=O.O. (4) The reactants are: [CH3:1][O:2][C:3]1[CH:8]=[C:7]([N+:9]([O-:11])=[O:10])[CH:6]=[CH:5][C:4]=1[C:12]1[S:16][C:15]([CH2:17][NH:18][C:19](=[O:25])OC(C)(C)C)=[N:14][N:13]=1.[C:26](O)(=O)C. Given the product [CH3:1][O:2][C:3]1[CH:8]=[C:7]([N+:9]([O-:11])=[O:10])[CH:6]=[CH:5][C:4]=1[C:12]1[S:16][C:15]([CH2:17][NH:18][C:19](=[O:25])[CH3:26])=[N:14][N:13]=1, predict the reactants needed to synthesize it. (5) Given the product [CH2:1]([C:3]1[CH:8]=[C:7]([CH3:9])[CH:6]=[C:5]([CH2:10][CH3:11])[C:4]=1[C:12](=[O:18])[C:13]([N:15]([CH3:17])[N:16]=[CH2:19])=[O:14])[CH3:2], predict the reactants needed to synthesize it. The reactants are: [CH2:1]([C:3]1[CH:8]=[C:7]([CH3:9])[CH:6]=[C:5]([CH2:10][CH3:11])[C:4]=1[C:12](=[O:18])[C:13]([N:15]([CH3:17])[NH2:16])=[O:14])[CH3:2].[CH3:19]O.C=O. (6) Given the product [C:1]([CH2:2][C:22]1([C:25]([O:27][CH2:28][CH3:29])=[O:26])[CH2:21][CH2:20][N:19]([C:30]([O:32][C:33]([CH3:35])([CH3:34])[CH3:36])=[O:31])[CH2:24][CH2:23]1)#[N:4], predict the reactants needed to synthesize it. The reactants are: [CH:1]([NH:4]C(C)C)(C)[CH3:2].CCCCCC.C([Li])CCC.[N:19]1([C:30]([O:32][C:33]([CH3:36])([CH3:35])[CH3:34])=[O:31])[CH2:24][CH2:23][CH:22]([C:25]([O:27][CH2:28][CH3:29])=[O:26])[CH2:21][CH2:20]1.BrCC#N. (7) Given the product [CH3:43][O:42][CH2:41][CH2:40][O:39][C:10]1[C:11]2[C:12](=[N:13][CH:14]=[C:15]([C:17]3[CH:22]=[CH:21][C:20]([CH2:23][C:24]([NH:26][C:27]4[CH:31]=[C:30]([C:32]([CH3:38])([CH3:37])[C:33]([F:36])([F:35])[F:34])[O:29][N:28]=4)=[O:25])=[CH:19][CH:18]=3)[CH:16]=2)[NH:8][N:9]=1, predict the reactants needed to synthesize it. The reactants are: COC1C=CC(C[N:8]2[C:12]3=[N:13][CH:14]=[C:15]([C:17]4[CH:22]=[CH:21][C:20]([CH2:23][C:24]([NH:26][C:27]5[CH:31]=[C:30]([C:32]([CH3:38])([CH3:37])[C:33]([F:36])([F:35])[F:34])[O:29][N:28]=5)=[O:25])=[CH:19][CH:18]=4)[CH:16]=[C:11]3[C:10]([O:39][CH2:40][CH2:41][O:42][CH3:43])=[N:9]2)=CC=1.C(C1ON=C(NC(=O)CC2C=CC(C3C=C4C(C)=NN(CC5C=CC(OC)=CC=5)C4=NC=3)=CC=2)C=1)(C)(C)C.